This data is from Forward reaction prediction with 1.9M reactions from USPTO patents (1976-2016). The task is: Predict the product of the given reaction. Given the reactants CN[CH2:3][C:4]1[CH:9]=[CH:8][CH:7]=[CH:6][CH:5]=1.[CH3:10][O:11][C:12]([CH2:14][C@@H:15]([CH2:35][CH:36]([CH3:38])[CH3:37])[C:16]([NH:18][CH:19]([C:23]1[CH:28]=[CH:27][C:26]([C:29]2[CH:34]=[CH:33][CH:32]=[CH:31][CH:30]=2)=[CH:25][CH:24]=1)[C:20]([OH:22])=[O:21])=[O:17])=[O:13].C(Cl)CCl.C1C=CC2N(O)N=NC=2C=1.CN1CCOCC1, predict the reaction product. The product is: [CH3:37][CH:36]([CH3:38])[CH2:35][C@@H:15]([C:16](=[O:17])[NH:18][CH:19]([C:20]([O:22][CH2:3][C:4]1[CH:9]=[CH:8][CH:7]=[CH:6][CH:5]=1)=[O:21])[C:23]1[CH:24]=[CH:25][C:26]([C:29]2[CH:34]=[CH:33][CH:32]=[CH:31][CH:30]=2)=[CH:27][CH:28]=1)[CH2:14][C:12]([O:11][CH3:10])=[O:13].